From a dataset of Forward reaction prediction with 1.9M reactions from USPTO patents (1976-2016). Predict the product of the given reaction. (1) Given the reactants [F:1][C:2]1[CH:7]=[CH:6][C:5]([C:8]([C:10]2[CH:15]=[C:14]([O:16][C:17]([F:22])([F:21])[CH:18]([F:20])[F:19])[CH:13]=[C:12]([F:23])[CH:11]=2)=O)=[CH:4][C:3]=1[O:24][CH3:25].[CH3:26][C:27]([S@:30]([NH2:32])=[O:31])([CH3:29])[CH3:28], predict the reaction product. The product is: [F:1][C:2]1[CH:7]=[CH:6][C:5]([C:8]([C:10]2[CH:15]=[C:14]([O:16][C:17]([F:22])([F:21])[CH:18]([F:20])[F:19])[CH:13]=[C:12]([F:23])[CH:11]=2)=[N:32][S@@:30]([C:27]([CH3:29])([CH3:28])[CH3:26])=[O:31])=[CH:4][C:3]=1[O:24][CH3:25]. (2) Given the reactants Br[C:2]1[CH:10]=[C:9]2[C:5]([CH:6]=[CH:7][N:8]2[C:11]2[C:20]3[C:15](=[CH:16][CH:17]=[C:18]([Cl:21])[CH:19]=3)[N:14]=[C:13]([CH3:22])[C:12]=2[CH3:23])=[C:4]([O:24][CH3:25])[CH:3]=1.CC1(C)C(C)(C)OB([C:34]2[CH:39]=[CH:38][N:37]=[CH:36][CH:35]=2)O1, predict the reaction product. The product is: [Cl:21][C:18]1[CH:19]=[C:20]2[C:15](=[CH:16][CH:17]=1)[N:14]=[C:13]([CH3:22])[C:12]([CH3:23])=[C:11]2[N:8]1[C:9]2[C:5](=[C:4]([O:24][CH3:25])[CH:3]=[C:2]([C:34]3[CH:39]=[CH:38][N:37]=[CH:36][CH:35]=3)[CH:10]=2)[CH:6]=[CH:7]1. (3) Given the reactants [OH:1][C:2]1[C:9]([C:10]([CH3:13])([CH3:12])[CH3:11])=[CH:8][C:7]([C:14]([CH3:17])([CH3:16])[CH3:15])=[CH:6][C:3]=1[CH2:4][NH2:5].[CH:18](=O)[C:19]1[CH:24]=[CH:23][CH:22]=[CH:21][CH:20]=1, predict the reaction product. The product is: [CH:18](=[N:5][CH2:4][C:3]1[CH:6]=[C:7]([C:14]([CH3:17])([CH3:16])[CH3:15])[CH:8]=[C:9]([C:10]([CH3:11])([CH3:13])[CH3:12])[C:2]=1[OH:1])[C:19]1[CH:24]=[CH:23][CH:22]=[CH:21][CH:20]=1. (4) Given the reactants [O:1]([C:9]1[CH:17]=[C:16]2[C:12]([CH:13]=[CH:14][NH:15]2)=[CH:11][CH:10]=1)[Si:2]([C:5]([CH3:8])([CH3:7])[CH3:6])([CH3:4])[CH3:3].[C:18](O[C:18]([O:20][C:21]([CH3:24])([CH3:23])[CH3:22])=[O:19])([O:20][C:21]([CH3:24])([CH3:23])[CH3:22])=[O:19], predict the reaction product. The product is: [C:21]([O:20][C:18]([N:15]1[C:16]2[C:12](=[CH:11][CH:10]=[C:9]([O:1][Si:2]([C:5]([CH3:8])([CH3:7])[CH3:6])([CH3:4])[CH3:3])[CH:17]=2)[CH:13]=[CH:14]1)=[O:19])([CH3:24])([CH3:23])[CH3:22]. (5) Given the reactants [CH3:1][O:2][C:3]([C:5]1[C:10]2[O:11][CH2:12][C@H:13]([CH2:22][OH:23])[N:14]([C:15]3[CH:20]=[CH:19][C:18]([CH3:21])=[CH:17][N:16]=3)[C:9]=2[CH:8]=[CH:7][CH:6]=1)=[O:4].[CH3:24]OC(C1C2OC[C@H](CO)N(C3C=CC(CC)=CN=3)C=2C=CC=1)=O.[H-].[Na+].CI, predict the reaction product. The product is: [CH3:1][O:2][C:3]([C:5]1[C:10]2[O:11][CH2:12][C@H:13]([CH2:22][O:23][CH3:24])[N:14]([C:15]3[CH:20]=[CH:19][C:18]([CH3:21])=[CH:17][N:16]=3)[C:9]=2[CH:8]=[CH:7][CH:6]=1)=[O:4].